Task: Predict the reaction yield, written as a fraction of the theoretical maximum amount of product (1.0 means a 100% yield; for example, 0.34 means a 34% yield).. Dataset: Reaction yield outcomes from USPTO patents with 853,638 reactions (1) The reactants are [NH2:1][C:2]1[CH:7]=[C:6]([N:8]2[CH2:12][CH2:11][C@H:10]([N:13]([CH3:15])[CH3:14])[CH2:9]2)[C:5]([C:16]2[CH:21]=[CH:20][CH:19]=[CH:18][CH:17]=2)=[CH:4][C:3]=1[C:22]#[N:23].[I:24]N1C(=O)CCC1=O.C(Cl)(Cl)Cl.[OH-].[Na+]. The catalyst is C(O)(=O)C. The product is [NH2:1][C:2]1[C:7]([I:24])=[C:6]([N:8]2[CH2:12][CH2:11][C@H:10]([N:13]([CH3:14])[CH3:15])[CH2:9]2)[C:5]([C:16]2[CH:17]=[CH:18][CH:19]=[CH:20][CH:21]=2)=[CH:4][C:3]=1[C:22]#[N:23]. The yield is 0.630. (2) The reactants are [OH:1][CH:2]1[CH2:7][CH2:6][CH:5]([NH:8][C:9](=[O:15])[O:10][C:11]([CH3:14])([CH3:13])[CH3:12])[CH2:4][CH2:3]1.[C:16](O)(=[O:18])[CH3:17].C1(P(C2C=CC=CC=2)C2C=CC=CC=2)C=CC=CC=1.N(C(OCC)=O)=NC(OCC)=O.C(=O)(O)[O-].[Na+]. The catalyst is O1CCCC1. The product is [C:16]([O:1][CH:2]1[CH2:7][CH2:6][CH:5]([NH:8][C:9]([O:10][C:11]([CH3:12])([CH3:14])[CH3:13])=[O:15])[CH2:4][CH2:3]1)(=[O:18])[CH3:17]. The yield is 0.210. (3) The reactants are [CH:1]1([N:7]2[C:11]3([CH2:16][CH2:15][NH:14][CH2:13][CH2:12]3)[C:10](=[O:17])[N:9]([CH2:18][C:19]3[CH:20]=[C:21]([CH:29]=[CH:30][CH:31]=3)[C:22]([O:24][C:25]([CH3:28])([CH3:27])[CH3:26])=[O:23])[CH2:8]2)[CH2:6][CH2:5][CH2:4][CH2:3][CH2:2]1.I[CH2:33][CH2:34][CH2:35][N:36]1[C:40]2[CH:41]=[CH:42][CH:43]=[CH:44][C:39]=2[NH:38][C:37]1=[O:45].C(=O)([O-])[O-].[K+].[K+]. The catalyst is CN(C)C=O.C(OCC)(=O)C. The product is [CH:1]1([N:7]2[C:11]3([CH2:16][CH2:15][N:14]([CH2:33][CH2:34][CH2:35][N:36]4[C:40]5[CH:41]=[CH:42][CH:43]=[CH:44][C:39]=5[NH:38][C:37]4=[O:45])[CH2:13][CH2:12]3)[C:10](=[O:17])[N:9]([CH2:18][C:19]3[CH:20]=[C:21]([CH:29]=[CH:30][CH:31]=3)[C:22]([O:24][C:25]([CH3:27])([CH3:28])[CH3:26])=[O:23])[CH2:8]2)[CH2:2][CH2:3][CH2:4][CH2:5][CH2:6]1. The yield is 0.730. (4) The catalyst is C(Cl)Cl. The product is [C:1]([O:10][CH2:11][C:12]1([C:18]([O:20][CH2:21][CH3:22])=[O:19])[CH2:17][CH:16]=[CH:15][CH2:14][O:13]1)(=[O:8])[C:2]1[CH:7]=[CH:6][CH:5]=[CH:4][CH:3]=1. The reactants are [C:1](Cl)(=[O:8])[C:2]1[CH:7]=[CH:6][CH:5]=[CH:4][CH:3]=1.[OH:10][CH2:11][C:12]1([C:18]([O:20][CH2:21][CH3:22])=[O:19])[CH2:17][CH:16]=[CH:15][CH2:14][O:13]1. The yield is 0.980. (5) The reactants are CC(C)([O-])C.[K+].[CH:7]([C:10]1[N:11]=[C:12]([C:15]([NH:17][C:18]2[C:23]([CH3:24])=[C:22]([O:25][CH3:26])[CH:21]=[CH:20][C:19]=2[C:27](=[O:29])[CH3:28])=O)[S:13][CH:14]=1)([CH3:9])[CH3:8].O.Cl. The catalyst is C(O)(C)(C)C.CCOCC. The product is [OH:29][C:27]1[C:19]2[C:18](=[C:23]([CH3:24])[C:22]([O:25][CH3:26])=[CH:21][CH:20]=2)[N:17]=[C:15]([C:12]2[S:13][CH:14]=[C:10]([CH:7]([CH3:9])[CH3:8])[N:11]=2)[CH:28]=1. The yield is 0.880. (6) The reactants are [Br:1][C:2]1[CH:3]=[CH:4][C:5]([S:8](Cl)(=[O:10])=[O:9])=[N:6][CH:7]=1.N1C=CC=CC=1.[F:18][C:19]1[CH:24]=[CH:23][C:22]([NH:25][CH2:26][CH:27]([CH3:29])[CH3:28])=[CH:21][CH:20]=1.C([O-])(O)=O.[Na+]. The catalyst is C(Cl)Cl.O. The product is [F:18][C:19]1[CH:24]=[CH:23][C:22]([N:25]([CH2:26][CH:27]([CH3:29])[CH3:28])[S:8]([C:5]2[CH:4]=[CH:3][C:2]([Br:1])=[CH:7][N:6]=2)(=[O:10])=[O:9])=[CH:21][CH:20]=1. The yield is 0.780.